Dataset: Forward reaction prediction with 1.9M reactions from USPTO patents (1976-2016). Task: Predict the product of the given reaction. (1) Given the reactants [CH3:1][C:2]1[O:3][C:4]2[C:9]([C:10](=[O:12])[CH:11]=1)=[CH:8][CH:7]=[CH:6][C:5]=2[CH:13]=[C:14]([C:21](=O)[CH3:22])[C:15]([O:17][CH2:18][CH2:19][CH3:20])=[O:16].[NH2:24][C:25]([C:29]([F:32])([F:31])[F:30])=[CH:26][C:27]#[N:28].CC(C)([O-])C.[K+], predict the reaction product. The product is: [C:27]([C:26]1[CH:13]([C:5]2[CH:6]=[CH:7][CH:8]=[C:9]3[C:4]=2[O:3][C:2]([CH3:1])=[CH:11][C:10]3=[O:12])[C:14]([C:15]([O:17][CH2:18][CH2:19][CH3:20])=[O:16])=[C:21]([CH3:22])[NH:24][C:25]=1[C:29]([F:32])([F:31])[F:30])#[N:28]. (2) Given the reactants C(O[C:6]([N:8]1[CH2:12][C:11](=[N:13][O:14][CH3:15])[CH2:10][C@H:9]1[C:16]([OH:18])=O)=[O:7])(C)(C)C.[Cl:19][C:20]1[CH:21]=[C:22]([C:27]2[CH:32]=[CH:31][C:30](C(O)=O)=[CH:29][CH:28]=2)[CH:23]=[CH:24][C:25]=1[Cl:26].[NH2:36][CH2:37][CH:38]([C:40]1[CH:41]=[C:42]([OH:46])[CH:43]=[CH:44][CH:45]=1)[OH:39], predict the reaction product. The product is: [OH:39][CH:38]([C:40]1[CH:45]=[CH:44][CH:43]=[C:42]([OH:46])[CH:41]=1)[CH2:37][NH:36][C:16]([C@@H:9]1[CH2:10][C:11](=[N:13][O:14][CH3:15])[CH2:12][N:8]1[C:6]([C:30]1[CH:29]=[CH:28][C:27]([C:22]2[CH:23]=[CH:24][C:25]([Cl:26])=[C:20]([Cl:19])[CH:21]=2)=[CH:32][CH:31]=1)=[O:7])=[O:18]. (3) The product is: [C:8]1([NH:14][NH:15][C:5]([CH:1]2[CH2:4][CH2:3][CH2:2]2)=[O:6])[CH:13]=[CH:12][CH:11]=[CH:10][CH:9]=1. Given the reactants [CH:1]1([C:5](Cl)=[O:6])[CH2:4][CH2:3][CH2:2]1.[C:8]1([NH:14][NH2:15])[CH:13]=[CH:12][CH:11]=[CH:10][CH:9]=1.N1C=CC=CC=1.Cl, predict the reaction product. (4) Given the reactants Cl[C:2]1[N:7]=[CH:6][N:5]=[C:4]([NH:8][C:9]2[CH:14]=[CH:13][N:12]=[C:11]([C:15]([OH:18])([CH3:17])[CH3:16])[CH:10]=2)[N:3]=1.[F:19][C@H:20]1[C@@H:25]([O:26][C:27]2[CH:34]=[CH:33][C:32](B3OC(C)(C)C(C)(C)O3)=[CH:31][C:28]=2[C:29]#[N:30])[CH2:24][CH2:23][N:22]([C:44](=[O:47])[CH2:45][OH:46])[CH2:21]1.C(=O)([O-])[O-].[Na+].[Na+], predict the reaction product. The product is: [F:19][C@H:20]1[C@@H:25]([O:26][C:27]2[CH:34]=[CH:33][C:32]([C:2]3[N:3]=[C:4]([NH:8][C:9]4[CH:14]=[CH:13][N:12]=[C:11]([C:15]([OH:18])([CH3:17])[CH3:16])[CH:10]=4)[N:5]=[CH:6][N:7]=3)=[CH:31][C:28]=2[C:29]#[N:30])[CH2:24][CH2:23][N:22]([C:44](=[O:47])[CH2:45][OH:46])[CH2:21]1. (5) Given the reactants C(O[C:4]([C:6]1[N:10]2[CH:11]=[C:12]([Br:15])[CH:13]=[CH:14][C:9]2=[N:8][CH:7]=1)=[O:5])C.[CH3:16][N:17]([CH3:21])[CH2:18][CH2:19][NH2:20].ClCCl, predict the reaction product. The product is: [CH3:16][N:17]([CH3:21])[CH2:18][CH2:19][NH:20][C:4]([C:6]1[N:10]2[CH:11]=[C:12]([Br:15])[CH:13]=[CH:14][C:9]2=[N:8][CH:7]=1)=[O:5]. (6) Given the reactants Br[C:2]1[CH:10]=[C:9]2[C:5]([C:6]([CH3:22])([CH3:21])[C:7](=[O:20])[N:8]2[CH2:11][C:12]2[CH:17]=[CH:16][C:15]([O:18][CH3:19])=[CH:14][CH:13]=2)=[CH:4][CH:3]=1.[C:23]([Si:27]([CH3:40])([CH3:39])[O:28][CH:29]([C:34]1[NH:38][CH:37]=[N:36][CH:35]=1)[C:30]([F:33])([F:32])[F:31])([CH3:26])([CH3:25])[CH3:24], predict the reaction product. The product is: [Si:27]([O:28][CH:29]([C:34]1[N:38]=[CH:37][N:36]([C:2]2[CH:10]=[C:9]3[C:5]([C:6]([CH3:22])([CH3:21])[C:7](=[O:20])[N:8]3[CH2:11][C:12]3[CH:17]=[CH:16][C:15]([O:18][CH3:19])=[CH:14][CH:13]=3)=[CH:4][CH:3]=2)[CH:35]=1)[C:30]([F:32])([F:31])[F:33])([C:23]([CH3:26])([CH3:24])[CH3:25])([CH3:39])[CH3:40]. (7) Given the reactants [CH3:1][O:2][C:3]1[CH:8]=[C:7]([N+:9]([O-])=O)[CH:6]=[CH:5][C:4]=1[C:12]1[CH:13]=[N:14][C:15]2[N:16]([N:19]=[CH:20][CH:21]=2)[C:17]=1[NH2:18], predict the reaction product. The product is: [NH2:9][C:7]1[CH:6]=[CH:5][C:4]([C:12]2[CH:13]=[N:14][C:15]3[N:16]([N:19]=[CH:20][CH:21]=3)[C:17]=2[NH2:18])=[C:3]([O:2][CH3:1])[CH:8]=1.